This data is from Catalyst prediction with 721,799 reactions and 888 catalyst types from USPTO. The task is: Predict which catalyst facilitates the given reaction. Reactant: FC(F)(F)C(O)=O.[CH3:8][CH:9]1[C:22](=[O:23])[NH:21][N:20]=[C:19]2[N:10]1[C:11]1[CH:12]=[C:13]3[N:26]([C:27]4([CH3:31])[CH2:30][NH:29][CH2:28]4)[CH2:25][CH2:24][C:14]3=[CH:15][C:16]=1[O:17][CH2:18]2.[O:32](C(OC(C)(C)C)=O)[C:33]([O:35][C:36]([CH3:39])([CH3:38])[CH3:37])=O.O. Product: [C:36]([O:35][C:33]([N:29]1[CH2:28][C:27]([CH3:31])([N:26]2[C:13]3[C:14](=[CH:15][C:16]4[O:17][CH2:18][C:19]5[N:10]([C:11]=4[CH:12]=3)[CH:9]([CH3:8])[C:22](=[O:23])[NH:21][N:20]=5)[CH2:24][CH2:25]2)[CH2:30]1)=[O:32])([CH3:39])([CH3:38])[CH3:37]. The catalyst class is: 64.